This data is from Reaction yield outcomes from USPTO patents with 853,638 reactions. The task is: Predict the reaction yield, written as a fraction of the theoretical maximum amount of product (1.0 means a 100% yield; for example, 0.34 means a 34% yield). (1) The reactants are [CH3:1][C:2]1[C:16](=[O:17])[N:15]=[C:14]2[N:4]([C@@H:5]3[O:9][C@H:8]([CH2:10][OH:11])[C@@H:7]([OH:12])[C@@H:6]3[O:13]2)[CH:3]=1.[CH3:18][O:19][CH2:20][CH2:21][O:22]B([O:22][CH2:21][CH2:20][O:19][CH3:18])[O:22][CH2:21][CH2:20][O:19][CH3:18]. The catalyst is COCCO. The product is [CH3:18][O:19][CH2:20][CH2:21][O:22][C@@H:6]1[C@H:7]([OH:12])[C@@H:8]([CH2:10][OH:11])[O:9][C@H:5]1[N:4]1[CH:3]=[C:2]([CH3:1])[C:16](=[O:17])[NH:15][C:14]1=[O:13]. The yield is 0.630. (2) The reactants are [Br:1][C:2]1[CH:7]=[CH:6][CH:5]=[C:4]([O:8][CH:9]([F:11])[F:10])[CH:3]=1.[CH3:12][C:13]1([CH3:29])[C:17]([CH3:19])([CH3:18])[O:16][B:15]([B:15]2[O:16][C:17]([CH3:19])([CH3:18])[C:13]([CH3:29])([CH3:12])[O:14]2)[O:14]1. The catalyst is O1CCCC1.C(OCC)(=O)C.C(C1C=CN=C(C2C=C(C(C)(C)C)C=CN=2)C=1)(C)(C)C. The product is [Br:1][C:2]1[CH:7]=[C:6]([B:15]2[O:16][C:17]([CH3:19])([CH3:18])[C:13]([CH3:29])([CH3:12])[O:14]2)[CH:5]=[C:4]([O:8][CH:9]([F:10])[F:11])[CH:3]=1. The yield is 0.450. (3) The reactants are [O:1]1[CH2:3][CH:2]1[CH2:4][O:5][C:6]1[CH:11]=[CH:10][N:9]=[CH:8][CH:7]=1.[NH2:12][CH:13]1[CH2:18][CH2:17][N:16]([C:19]([O:21][C:22]([CH3:25])([CH3:24])[CH3:23])=[O:20])[CH2:15][CH2:14]1. The catalyst is CN(C=O)C. The product is [C:22]([O:21][C:19]([N:16]1[CH2:17][CH2:18][CH:13]([NH:12][CH2:3][CH:2]([OH:1])[CH2:4][O:5][C:6]2[CH:11]=[CH:10][N:9]=[CH:8][CH:7]=2)[CH2:14][CH2:15]1)=[O:20])([CH3:25])([CH3:23])[CH3:24]. The yield is 0.366. (4) The reactants are [CH3:1][O:2][C:3]1[CH:18]=[CH:17][C:6]([C:7]([NH:9][C:10]2[C:11]([NH2:16])=[CH:12][CH:13]=[CH:14][CH:15]=2)=[O:8])=[CH:5][CH:4]=1.COC1C=CC(C(N[C:28]2[C:29]([NH:34][C:35](=[O:42])[CH2:36][CH2:37][CH2:38][C:39](O)=[O:40])=C[CH:31]=[CH:32][CH:33]=2)=O)=CC=1.C1(=O)OC(=O)CCC1.N1C=CC=CC=1. The catalyst is C(Cl)Cl. The product is [CH3:1][O:2][C:3]1[CH:4]=[CH:5][C:6]([C:7]([NH:9][C:10]2[C:11]([NH:16][C:39](=[O:40])[CH2:38][CH2:37][CH2:36][C:35](=[O:42])[N:34]3[CH2:31][CH2:32][CH2:33][CH2:28][CH2:29]3)=[CH:12][CH:13]=[CH:14][CH:15]=2)=[O:8])=[CH:17][CH:18]=1. The yield is 0.880. (5) The reactants are [N:1]([CH2:4][C@@H:5]([NH:15][C:16]([C:18]1[S:19][C:20]([C:23]2[C:24]3[C@H:31]([CH3:32])[CH2:30][CH2:29][C:25]=3[N:26]=[CH:27][N:28]=2)=[CH:21][CH:22]=1)=[O:17])[CH2:6][C:7]1[CH:12]=[CH:11][C:10]([Cl:13])=[CH:9][C:8]=1[Cl:14])=[N+]=[N-]. The catalyst is CO.[Pd]. The product is [NH2:1][CH2:4][C@@H:5]([NH:15][C:16]([C:18]1[S:19][C:20]([C:23]2[C:24]3[C@H:31]([CH3:32])[CH2:30][CH2:29][C:25]=3[N:26]=[CH:27][N:28]=2)=[CH:21][CH:22]=1)=[O:17])[CH2:6][C:7]1[CH:12]=[CH:11][C:10]([Cl:13])=[CH:9][C:8]=1[Cl:14]. The yield is 0.950. (6) The reactants are [F:1][C:2]1[C:7](I)=[C:6]([F:9])[C:5]([O:10][CH3:11])=[CH:4][C:3]=1[O:12][CH3:13].C([Mg]Cl)(C)C.C(O[B:23]1[O:27][C:26]([CH3:29])([CH3:28])[C:25]([CH3:31])([CH3:30])[O:24]1)(C)C. The catalyst is C1COCC1. The product is [F:1][C:2]1[C:3]([O:12][CH3:13])=[CH:4][C:5]([O:10][CH3:11])=[C:6]([F:9])[C:7]=1[B:23]1[O:27][C:26]([CH3:29])([CH3:28])[C:25]([CH3:31])([CH3:30])[O:24]1. The yield is 0.800. (7) The reactants are [NH:1]([C:16]([O:18][CH2:19][C:20]1[CH:25]=[CH:24][CH:23]=[CH:22][CH:21]=1)=[O:17])[C@H:2]([C:6]([N:8]1[CH2:15][CH2:14][CH2:13][C@H:9]1[C:10](O)=[O:11])=[O:7])[CH:3]([CH3:5])[CH3:4].F[P-](F)(F)(F)(F)F.N1(O[P+](N(C)C)(N(C)C)N(C)C)C2C=CC=CC=2N=N1.[NH2:53][C@H:54]([C:58]([N:60]1[CH2:71][CH2:70][CH2:69][C@H:61]1[C:62]([O:64][C:65]([CH3:68])([CH3:67])[CH3:66])=[O:63])=[O:59])[CH:55]([CH3:57])[CH3:56].Cl.C(N(CC)CC)C. The catalyst is ClCCl. The product is [NH:1]([C:16]([O:18][CH2:19][C:20]1[CH:25]=[CH:24][CH:23]=[CH:22][CH:21]=1)=[O:17])[C@H:2]([C:6]([N:8]1[CH2:15][CH2:14][CH2:13][C@H:9]1[C:10]([NH:53][C@H:54]([C:58]([N:60]1[CH2:71][CH2:70][CH2:69][C@H:61]1[C:62]([O:64][C:65]([CH3:66])([CH3:68])[CH3:67])=[O:63])=[O:59])[CH:55]([CH3:57])[CH3:56])=[O:11])=[O:7])[CH:3]([CH3:5])[CH3:4]. The yield is 0.680. (8) The reactants are [CH3:1][C:2]1[CH:7]=[CH:6][C:5]([CH3:8])=[CH:4][C:3]=1[OH:9].Cl[C:11]1[CH:18]=[CH:17][C:14]([C:15]#[N:16])=[CH:13][C:12]=1[N+:19]([O-:21])=[O:20].C([O-])([O-])=O.[K+].[K+]. The catalyst is C1COCC1. The product is [CH3:1][C:2]1[CH:7]=[CH:6][C:5]([CH3:8])=[CH:4][C:3]=1[O:9][C:11]1[CH:18]=[CH:17][C:14]([C:15]#[N:16])=[CH:13][C:12]=1[N+:19]([O-:21])=[O:20]. The yield is 0.850.